Predict the product of the given reaction. From a dataset of Forward reaction prediction with 1.9M reactions from USPTO patents (1976-2016). (1) Given the reactants CC(C)([O-])C.[Na+].Cl[C:8]1[CH:13]=[C:12]([F:14])[CH:11]=[C:10]([F:15])[CH:9]=1.C(=[NH:29])(C1C=CC=CC=1)C1C=CC=CC=1, predict the reaction product. The product is: [F:15][C:10]1[CH:9]=[C:8]([CH:13]=[C:12]([F:14])[CH:11]=1)[NH2:29]. (2) Given the reactants [CH2:1]([O:3][C:4]1[C:13]2[CH2:12][CH2:11][CH2:10][CH2:9][C:8]=2[N+:7]([O-])=[CH:6][CH:5]=1)[CH3:2].C([O-])([O-])=O.[Na+].[Na+].[C:21]([O:24]C(=O)C)(=[O:23])[CH3:22], predict the reaction product. The product is: [CH2:1]([O:3][C:4]1[C:13]2[CH2:12][CH2:11][CH2:10][CH:9]([O:24][C:21](=[O:23])[CH3:22])[C:8]=2[N:7]=[CH:6][CH:5]=1)[CH3:2].